This data is from Forward reaction prediction with 1.9M reactions from USPTO patents (1976-2016). The task is: Predict the product of the given reaction. (1) Given the reactants [F:1][C:2]1[C:3]([N:10]2[C:15](=[O:16])[CH:14]=[C:13]([C:17]([F:20])([F:19])[F:18])[N:12]([CH3:21])[C:11]2=[O:22])=[N:4][C:5](Cl)=[C:6]([Cl:8])[CH:7]=1.C(N([CH2:28][CH3:29])CC)C.[C]=[O:31].[CH2:32]([OH:34])C, predict the reaction product. The product is: [CH2:28]([O:31][C:32]([C:5]1[N:4]=[C:3]([N:10]2[C:15](=[O:16])[CH:14]=[C:13]([C:17]([F:20])([F:19])[F:18])[N:12]([CH3:21])[C:11]2=[O:22])[C:2]([F:1])=[CH:7][C:6]=1[Cl:8])=[O:34])[CH3:29]. (2) Given the reactants [Br:1][C:2]1[CH:3]=[CH:4][C:5]([CH:8]=O)=[N:6][CH:7]=1.[NH:10]1[CH2:15][CH2:14][O:13][CH2:12][CH2:11]1.[BH-](OC(C)=O)(OC(C)=O)OC(C)=O.[Na+].C([O-])([O-])=O.[Na+].[Na+], predict the reaction product. The product is: [Br:1][C:2]1[CH:3]=[CH:4][C:5]([CH2:8][N:10]2[CH2:15][CH2:14][O:13][CH2:12][CH2:11]2)=[N:6][CH:7]=1. (3) Given the reactants Br[C:2]1[CH:7]=[C:6]([Br:8])[N:5]=[C:4]([C:9]#[N:10])[C:3]=1[OH:11].[CH3:12][O-:13].[Na+].CO, predict the reaction product. The product is: [Br:8][C:6]1[N:5]=[C:4]([C:9]#[N:10])[C:3]([OH:11])=[C:2]([O:13][CH3:12])[CH:7]=1. (4) Given the reactants [C:1]1([NH:7][C:8](=[O:28])[O:9][C@@H:10]([CH2:25][O:26][CH3:27])[CH2:11][N:12]([CH2:19][CH2:20][CH2:21][CH2:22][NH:23][CH3:24])[C:13]([NH:15][CH:16]([CH3:18])[CH3:17])=[O:14])[CH:6]=[CH:5][CH:4]=[CH:3][CH:2]=1.[C:29]([C:31]1[CH:36]=[CH:35][CH:34]=[CH:33][C:32]=1[S:37](Cl)(=[O:39])=[O:38])#[N:30].C(N(CC)CC)C, predict the reaction product. The product is: [C:1]1([NH:7][C:8](=[O:28])[O:9][C@@H:10]([CH2:25][O:26][CH3:27])[CH2:11][N:12]([CH2:19][CH2:20][CH2:21][CH2:22][N:23]([S:37]([C:32]2[CH:33]=[CH:34][CH:35]=[CH:36][C:31]=2[C:29]#[N:30])(=[O:39])=[O:38])[CH3:24])[C:13]([NH:15][CH:16]([CH3:18])[CH3:17])=[O:14])[CH:6]=[CH:5][CH:4]=[CH:3][CH:2]=1. (5) Given the reactants [NH:1]1[C:10]2[C:5](=[CH:6][CH:7]=[CH:8][CH:9]=2)[CH2:4][CH:3]([NH:11][C:12](=[O:18])[O:13][C:14]([CH3:17])([CH3:16])[CH3:15])[CH2:2]1.FC(F)(F)S(O[C:25]1[CH:30]=[CH:29][CH:28]=[CH:27][C:26]=1[Si](C)(C)C)(=O)=O.[F-].[Cs+].C(OCC)(=O)C, predict the reaction product. The product is: [C:25]1([N:1]2[C:10]3[C:5](=[CH:6][CH:7]=[CH:8][CH:9]=3)[CH2:4][CH:3]([NH:11][C:12](=[O:18])[O:13][C:14]([CH3:15])([CH3:17])[CH3:16])[CH2:2]2)[CH:30]=[CH:29][CH:28]=[CH:27][CH:26]=1.